Dataset: Peptide-MHC class II binding affinity with 134,281 pairs from IEDB. Task: Regression. Given a peptide amino acid sequence and an MHC pseudo amino acid sequence, predict their binding affinity value. This is MHC class II binding data. (1) The peptide sequence is LEDYDTLGTLCNSTE. The MHC is DRB1_0901 with pseudo-sequence DRB1_0901. The binding affinity (normalized) is 0. (2) The peptide sequence is GAASGLNGCCRCGAR. The MHC is DRB1_0901 with pseudo-sequence DRB1_0901. The binding affinity (normalized) is 0.272. (3) The peptide sequence is LRLGKEFIRCLALPF. The MHC is HLA-DQA10102-DQB10501 with pseudo-sequence HLA-DQA10102-DQB10501. The binding affinity (normalized) is 0.652. (4) The peptide sequence is DEELLKAVRIIKILYQSNP. The MHC is DRB1_0301 with pseudo-sequence DRB1_0301. The binding affinity (normalized) is 0.404.